Dataset: Catalyst prediction with 721,799 reactions and 888 catalyst types from USPTO. Task: Predict which catalyst facilitates the given reaction. (1) Reactant: Cl[CH2:2][CH2:3][CH2:4][S:5]([N:8]([CH3:58])[C:9]1[CH:57]=[CH:56][CH:55]=[CH:54][C:10]=1[CH2:11][NH:12][C:13]1[C:18]2[C:19]([C:30]([NH2:32])=[O:31])=[N:20][N:21]([CH2:22][O:23][CH2:24][CH2:25][Si:26]([CH3:29])([CH3:28])[CH3:27])[C:17]=2[CH:16]=[C:15]([C:33]2[CH:38]=[C:37]([F:39])[C:36]([O:40][CH2:41][O:42][CH2:43][CH2:44][Si:45]([CH3:48])([CH3:47])[CH3:46])=[CH:35][C:34]=2[CH2:49][C:50]([F:53])([F:52])[F:51])[N:14]=1)(=[O:7])=[O:6].[NH:59]1[CH2:64][CH2:63][O:62][CH2:61][CH2:60]1. Product: [F:39][C:37]1[C:36]([O:40][CH2:41][O:42][CH2:43][CH2:44][Si:45]([CH3:46])([CH3:47])[CH3:48])=[CH:35][C:34]([CH2:49][C:50]([F:51])([F:53])[F:52])=[C:33]([C:15]2[N:14]=[C:13]([NH:12][CH2:11][C:10]3[CH:54]=[CH:55][CH:56]=[CH:57][C:9]=3[N:8]([CH3:58])[S:5]([CH2:4][CH2:3][CH2:2][N:59]3[CH2:64][CH2:63][O:62][CH2:61][CH2:60]3)(=[O:6])=[O:7])[C:18]3[C:19]([C:30]([NH2:32])=[O:31])=[N:20][N:21]([CH2:22][O:23][CH2:24][CH2:25][Si:26]([CH3:28])([CH3:29])[CH3:27])[C:17]=3[CH:16]=2)[CH:38]=1. The catalyst class is: 14. (2) Reactant: [CH2:1]([N:3]1[CH2:8][CH2:7][N:6]([C:9]2[C:18]3[C:13](=[CH:14][CH:15]=[CH:16][CH:17]=3)[CH:12]=[C:11]([C:19]3[CH:24]=[CH:23][C:22]([S:25]([CH2:28][CH2:29]OCC4C=CC=CC=4)(=[O:27])=[O:26])=[CH:21][CH:20]=3)[N:10]=2)[CH2:5][CH2:4]1)[CH3:2].[ClH:38].[CH3:39][OH:40]. Product: [ClH:38].[ClH:38].[CH2:1]([N:3]1[CH2:8][CH2:7][N:6]([C:9]2[C:18]3[C:13](=[CH:14][CH:15]=[CH:16][CH:17]=3)[CH:12]=[C:11]([C:19]3[CH:24]=[CH:23][C:22]([S:25]([CH2:28][CH2:29][CH2:39][OH:40])(=[O:27])=[O:26])=[CH:21][CH:20]=3)[N:10]=2)[CH2:5][CH2:4]1)[CH3:2]. The catalyst class is: 45. (3) Reactant: [OH-:1].[Na+].[CH3:3][C:4]1([CH3:36])[CH2:9][C:8]2([C:12]3[S:13][C:14]([C:17]4[CH:22]=[C:21]([CH3:23])[CH:20]=[C:19]([NH:24][C:25]5[CH:30]=[C:29]([C:31]([F:34])([F:33])[F:32])[CH:28]=[CH:27][N:26]=5)[N:18]=4)=[CH:15][N:16]=3)[CH2:10][CH2:11][C@@H:5]1[C:6](=[O:35])[O:7]2.CO.O. Product: [OH:1][C:8]1([C:12]2[S:13][C:14]([C:17]3[CH:22]=[C:21]([CH3:23])[CH:20]=[C:19]([NH:24][C:25]4[CH:30]=[C:29]([C:31]([F:33])([F:32])[F:34])[CH:28]=[CH:27][N:26]=4)[N:18]=3)=[CH:15][N:16]=2)[CH2:10][CH2:11][CH:5]([C:6]([OH:7])=[O:35])[C:4]([CH3:36])([CH3:3])[CH2:9]1. The catalyst class is: 7. (4) The catalyst class is: 138. Reactant: [Cl:1][C:2]1[CH:3]=[C:4]([N:8]2[N:12]=[N:11][C:10]([CH:13]3[CH2:18][O:17][CH2:16][CH2:15][N:14]3[C:19](=[S:22])[NH:20][CH3:21])=[N:9]2)[CH:5]=[CH:6][CH:7]=1.[CH3:23]I. Product: [Cl:1][C:2]1[CH:3]=[C:4]([N:8]2[N:12]=[N:11][C:10]([CH:13]3[CH2:18][O:17][CH2:16][CH2:15][N:14]3[C:19]([S:22][CH3:23])=[N:20][CH3:21])=[N:9]2)[CH:5]=[CH:6][CH:7]=1. (5) Product: [Cl:1][C:2]1[CH:3]=[C:4]([N+:9]([O-:11])=[O:10])[CH:5]=[CH:6][C:7]=1[O:12][C:13]1[CH:14]=[CH:15][C:16]([C:17]([O:19][CH3:20])=[O:18])=[CH:21][CH:22]=1. The catalyst class is: 9. Reactant: [Cl:1][C:2]1[CH:3]=[C:4]([N+:9]([O-:11])=[O:10])[CH:5]=[CH:6][C:7]=1F.[OH:12][C:13]1[CH:22]=[CH:21][C:16]([C:17]([O:19][CH3:20])=[O:18])=[CH:15][CH:14]=1.C(=O)([O-])[O-].[K+].[K+].O. (6) Reactant: [CH3:1][O:2][C:3]1[CH:29]=[CH:28][C:6]([CH2:7][N:8]2[CH:13]=[CH:12][CH:11]=[C:10]([NH:14][CH:15]=[C:16]([C:22]([O:24][CH2:25][CH3:26])=[O:23])[C:17]([O:19]CC)=O)[C:9]2=[O:27])=[CH:5][CH:4]=1. Product: [CH3:1][O:2][C:3]1[CH:29]=[CH:28][C:6]([CH2:7][N:8]2[C:9](=[O:27])[C:10]3[N:14]=[CH:15][C:16]([C:22]([O:24][CH2:25][CH3:26])=[O:23])=[C:17]([OH:19])[C:11]=3[CH:12]=[CH:13]2)=[CH:5][CH:4]=1. The catalyst class is: 736. (7) Reactant: [CH2:1]([O:3][CH2:4][CH2:5][O:6][CH2:7][C:8]([OH:10])=O)[CH3:2].ON1C2C=CC=CC=2N=N1.C(N(CC)CC)C.Cl.[NH2:29][CH:30]1[CH2:36][CH:35]2[N:37]([C:38]3[C:47]4[C:42](=[CH:43][CH:44]=[CH:45][CH:46]=4)[C:41]([C:48]#[N:49])=[CH:40][CH:39]=3)[CH:32]([CH2:33][CH2:34]2)[CH2:31]1. Product: [C:48]([C:41]1[C:42]2[C:47](=[CH:46][CH:45]=[CH:44][CH:43]=2)[C:38]([N:37]2[CH:35]3[CH2:34][CH2:33][CH:32]2[CH2:31][CH:30]([NH:29][C:8](=[O:10])[CH2:7][O:6][CH2:5][CH2:4][O:3][CH2:1][CH3:2])[CH2:36]3)=[CH:39][CH:40]=1)#[N:49]. The catalyst class is: 3. (8) Reactant: Br[C:2]1[CH:3]=[CH:4][CH:5]=[C:6]2[C:11]=1[N:10]=[C:9]([C:12]([F:21])([F:20])[C:13]1[CH:18]=[CH:17][C:16]([F:19])=[CH:15][N:14]=1)[N:8]=[C:7]2[S:22][CH3:23].C1(P(C2C=CC=CC=2)C2C3OC4C(=CC=CC=4P(C4C=CC=CC=4)C4C=CC=CC=4)C(C)(C)C=3C=CC=2)C=CC=CC=1.[C:66]([NH2:69])(=[O:68])[CH3:67].C([O-])([O-])=O.[Cs+].[Cs+]. Product: [F:20][C:12]([F:21])([C:13]1[CH:18]=[CH:17][C:16]([F:19])=[CH:15][N:14]=1)[C:9]1[N:8]=[C:7]([S:22][CH3:23])[C:6]2[C:11](=[C:2]([NH:69][C:66](=[O:68])[CH3:67])[CH:3]=[CH:4][CH:5]=2)[N:10]=1. The catalyst class is: 102.